The task is: Predict the reaction yield, written as a fraction of the theoretical maximum amount of product (1.0 means a 100% yield; for example, 0.34 means a 34% yield).. This data is from Reaction yield outcomes from USPTO patents with 853,638 reactions. The reactants are [NH2:1][C:2]1[N:3]=[C:4]([NH:11][C:12](=[O:19])[C:13]2[CH:18]=[CH:17][CH:16]=[CH:15][CH:14]=2)[S:5][C:6]=1[C:7]([O:9]C)=[O:8].O.[OH-].[Li+].Cl. The catalyst is O1CCCC1.O. The product is [NH2:1][C:2]1[N:3]=[C:4]([NH:11][C:12](=[O:19])[C:13]2[CH:14]=[CH:15][CH:16]=[CH:17][CH:18]=2)[S:5][C:6]=1[C:7]([OH:9])=[O:8]. The yield is 0.880.